From a dataset of Catalyst prediction with 721,799 reactions and 888 catalyst types from USPTO. Predict which catalyst facilitates the given reaction. (1) Reactant: C(OC([NH:8][CH2:9][CH2:10][CH2:11][O:12][CH2:13][CH2:14][O:15][CH2:16][CH2:17][O:18][CH2:19][CH2:20][CH2:21][NH:22][C:23]([C:25]1[NH:26][C:27]2[C:32]([C:33]=1[CH2:34][C:35]([N:37]([CH3:46])[CH2:38][CH2:39][C:40]1[CH:45]=[CH:44][CH:43]=[CH:42][CH:41]=1)=[O:36])=[CH:31][C:30]([O:47][CH2:48][C:49]1[CH:54]=[CH:53][CH:52]=[CH:51][CH:50]=1)=[CH:29][CH:28]=2)=[O:24])=O)(C)(C)C.FC(F)(F)C(O)=O.C(#N)C.O. Product: [NH2:8][CH2:9][CH2:10][CH2:11][O:12][CH2:13][CH2:14][O:15][CH2:16][CH2:17][O:18][CH2:19][CH2:20][CH2:21][NH:22][C:23]([C:25]1[NH:26][C:27]2[C:32]([C:33]=1[CH2:34][C:35]([N:37]([CH3:46])[CH2:38][CH2:39][C:40]1[CH:45]=[CH:44][CH:43]=[CH:42][CH:41]=1)=[O:36])=[CH:31][C:30]([O:47][CH2:48][C:49]1[CH:50]=[CH:51][CH:52]=[CH:53][CH:54]=1)=[CH:29][CH:28]=2)=[O:24]. The catalyst class is: 4. (2) Reactant: C[O:2][C:3](=O)[C:4]1[CH:9]=[CH:8][C:7]([C:10]2[CH:15]=[CH:14][CH:13]=[C:12]([C:16]([F:19])([F:18])[F:17])[CH:11]=2)=[N:6][C:5]=1[CH3:20].CC(C[AlH]CC(C)C)C. Product: [CH3:20][C:5]1[C:4]([CH2:3][OH:2])=[CH:9][CH:8]=[C:7]([C:10]2[CH:15]=[CH:14][CH:13]=[C:12]([C:16]([F:18])([F:17])[F:19])[CH:11]=2)[N:6]=1. The catalyst class is: 1. (3) Reactant: [C:1]([O:5][C:6](=[O:15])[CH2:7]/[N:8]=[CH:9]/[CH2:10][C:11]([CH3:14])([CH3:13])[CH3:12])([CH3:4])([CH3:3])[CH3:2].[Cl:16][C:17]1[C:18]([F:34])=[C:19](/[CH:23]=[C:24](/[C:27]2[CH:32]=[CH:31][C:30]([F:33])=[CH:29][CH:28]=2)\[C:25]#[N:26])[CH:20]=[CH:21][CH:22]=1.C(N(CC)CC)C. Product: [C:1]([O:5][C:6]([CH:7]1[CH:23]([C:19]2[CH:20]=[CH:21][CH:22]=[C:17]([Cl:16])[C:18]=2[F:34])[C:24]([C:25]#[N:26])([C:27]2[CH:32]=[CH:31][C:30]([F:33])=[CH:29][CH:28]=2)[CH:9]([CH2:10][C:11]([CH3:14])([CH3:13])[CH3:12])[NH:8]1)=[O:15])([CH3:4])([CH3:3])[CH3:2]. The catalyst class is: 4. (4) Reactant: [OH:1][CH:2]([C:28]1[CH:33]=[CH:32][CH:31]=[CH:30][CH:29]=1)[CH2:3][N:4]1[C:13]2[C:8](=[CH:9][C:10]([O:14][CH2:15][C:16]#[CH:17])=[CH:11][CH:12]=2)[C:7]([C:18]2[CH:23]=[CH:22][C:21]([CH:24]([CH3:26])[CH3:25])=[CH:20][CH:19]=2)=[N:6][C:5]1=[O:27].CC(C)=O.OS(O)(=O)=O.O=[Cr](=O)=O. Product: [CH:24]([C:21]1[CH:20]=[CH:19][C:18]([C:7]2[C:8]3[C:13](=[CH:12][CH:11]=[C:10]([O:14][CH2:15][C:16]#[CH:17])[CH:9]=3)[N:4]([CH2:3][C:2](=[O:1])[C:28]3[CH:33]=[CH:32][CH:31]=[CH:30][CH:29]=3)[C:5](=[O:27])[N:6]=2)=[CH:23][CH:22]=1)([CH3:26])[CH3:25]. The catalyst class is: 21. (5) Reactant: [N+:1]([C:4]1[CH:9]=[CH:8][C:7]([N:10]2[CH2:15][CH2:14][S:13](=[O:17])(=[O:16])[CH2:12][CH2:11]2)=[CH:6][CH:5]=1)([O-])=O. Product: [O:17]=[S:13]1(=[O:16])[CH2:12][CH2:11][N:10]([C:7]2[CH:6]=[CH:5][C:4]([NH2:1])=[CH:9][CH:8]=2)[CH2:15][CH2:14]1. The catalyst class is: 183. (6) The catalyst class is: 26. Product: [ClH:9].[Cl:9][C:10]1[CH:15]=[CH:14][C:13]([C@H:16]([NH:19][C@@H:30]([CH3:32])[CH2:29][C:28]([NH2:34])=[O:33])[CH2:17][CH3:18])=[C:12]([F:20])[C:11]=1[O:21][C:22]1[CH:23]=[CH:24][CH:25]=[CH:26][CH:27]=1. Reactant: C(N(CC)CC)C.Cl.[Cl:9][C:10]1[CH:15]=[CH:14][C:13]([C@H:16]([NH2:19])[CH2:17][CH3:18])=[C:12]([F:20])[C:11]=1[O:21][C:22]1[CH:27]=[CH:26][CH:25]=[CH:24][CH:23]=1.[C:28]([NH2:34])(=[O:33])[CH2:29][C:30]([CH3:32])=O.C(O)(=O)C.C(O[BH-](OC(=O)C)OC(=O)C)(=O)C.[Na+].C(=O)([O-])O.[Na+]. (7) Reactant: [Br:1][C:2]1[CH:3]=[CH:4][C:5]([C:8]([N:10]2[CH2:15][CH2:14][C:13](=[O:16])[CH2:12][CH2:11]2)=[O:9])=[N:6][CH:7]=1.[CH3:17][Mg]Br. Product: [Br:1][C:2]1[CH:3]=[CH:4][C:5]([C:8]([N:10]2[CH2:11][CH2:12][C:13]([OH:16])([CH3:17])[CH2:14][CH2:15]2)=[O:9])=[N:6][CH:7]=1. The catalyst class is: 1. (8) Reactant: [Cl:1][C:2]1[CH:3]=[C:4]([C:10]2[C:14]([C:15]([OH:17])=O)=[CH:13][O:12][N:11]=2)[CH:5]=[CH:6][C:7]=1[O:8][CH3:9].C(N(C(C)C)C(C)C)C.CN(C(ON1N=NC2C=CC=CC1=2)=[N+](C)C)C.[B-](F)(F)(F)F.[NH:49]1[CH2:53][CH2:52][CH:51]([C:54]2[CH:55]=[N:56][CH:57]=[CH:58][CH:59]=2)[CH2:50]1. Product: [Cl:1][C:2]1[CH:3]=[C:4]([C:10]2[C:14]([C:15]([N:49]3[CH2:53][CH2:52][CH:51]([C:54]4[CH:55]=[N:56][CH:57]=[CH:58][CH:59]=4)[CH2:50]3)=[O:17])=[CH:13][O:12][N:11]=2)[CH:5]=[CH:6][C:7]=1[O:8][CH3:9]. The catalyst class is: 3. (9) Reactant: CO[C:3](=[O:29])[C:4]1[CH:9]=[CH:8][C:7]([CH3:10])=[C:6]([N:11]2[C:16](=[O:17])[C:15]([Cl:18])=[C:14]([O:19][CH2:20][C:21]3[CH:26]=[CH:25][CH:24]=[C:23]([F:27])[N:22]=3)[N:13]=[C:12]2[CH3:28])[CH:5]=1.[OH-].[Na+].[C:32](N1C=CN=C1)(N1C=CN=C1)=O.Cl.[CH3:45][N:46](C)[OH:47].C(N(CC)CC)C. Product: [Cl:18][C:15]1[C:16](=[O:17])[N:11]([C:6]2[CH:5]=[C:4]([CH:9]=[CH:8][C:7]=2[CH3:10])[C:3]([N:46]([O:47][CH3:32])[CH3:45])=[O:29])[C:12]([CH3:28])=[N:13][C:14]=1[O:19][CH2:20][C:21]1[CH:26]=[CH:25][CH:24]=[C:23]([F:27])[N:22]=1. The catalyst class is: 7.